Task: Predict the reaction yield, written as a fraction of the theoretical maximum amount of product (1.0 means a 100% yield; for example, 0.34 means a 34% yield).. Dataset: Reaction yield outcomes from USPTO patents with 853,638 reactions (1) The reactants are N1CCCCC1.[CH3:7][O:8][C:9]1[CH:10]=[C:11]([CH:14]=[CH:15][C:16]=1[O:17][CH3:18])[CH:12]=O.C([CH2:22][C:23]([NH:25][C:26]1[CH:34]=[CH:33][C:29]([C:30]([OH:32])=[O:31])=[CH:28][CH:27]=1)=[O:24])(O)=O.Cl. The catalyst is C1(C)C=CC=CC=1. The product is [CH3:7][O:8][C:9]1[CH:10]=[C:11](/[CH:12]=[CH:22]/[C:23]([NH:25][C:26]2[CH:34]=[CH:33][C:29]([C:30]([OH:32])=[O:31])=[CH:28][CH:27]=2)=[O:24])[CH:14]=[CH:15][C:16]=1[O:17][CH3:18]. The yield is 0.530. (2) The reactants are [N+:1]([C:4]1[CH:9]=[CH:8][CH:7]=[CH:6][C:5]=1[S:10]([N:13]1[CH2:19][CH2:18][CH2:17][N:16]2[N:20]=[C:21]([C:23]([O:25]CC)=[O:24])[CH:22]=[C:15]2[CH2:14]1)(=[O:12])=[O:11])([O-:3])=[O:2].[OH-].[Li+].O.Cl. The catalyst is C1COCC1.CO. The product is [N+:1]([C:4]1[CH:9]=[CH:8][CH:7]=[CH:6][C:5]=1[S:10]([N:13]1[CH2:19][CH2:18][CH2:17][N:16]2[N:20]=[C:21]([C:23]([OH:25])=[O:24])[CH:22]=[C:15]2[CH2:14]1)(=[O:12])=[O:11])([O-:3])=[O:2]. The yield is 0.880. (3) The reactants are [O:1]1[C:6]2=[CH:7][CH:8]=[CH:9][C:5]2=[CH:4][CH:3]=[C:2]1[C:10]1[CH:15]=[CH:14][CH:13]=[CH:12][C:11]=1[NH:16][C:17](=[O:39])[CH:18]([C:29]1[CH:34]=[CH:33][C:32]([C:35]([CH3:38])([CH3:37])[CH3:36])=[CH:31][CH:30]=1)[CH2:19][C:20]1[CH:25]=[CH:24][C:23]([N+:26]([O-])=O)=[CH:22][CH:21]=1. The catalyst is O1CCCC1.[OH-].[OH-].[Pd+2]. The product is [NH2:26][C:23]1[CH:24]=[CH:25][C:20]([CH2:19][CH:18]([C:29]2[CH:30]=[CH:31][C:32]([C:35]([CH3:38])([CH3:37])[CH3:36])=[CH:33][CH:34]=2)[C:17]([NH:16][C:11]2[CH:12]=[CH:13][CH:14]=[CH:15][C:10]=2[C:2]2[O:1][C:6]3=[CH:7][CH:8]=[CH:9][C:5]3=[CH:4][CH:3]=2)=[O:39])=[CH:21][CH:22]=1. The yield is 0.770. (4) The reactants are [I:1][C:2]1[C:7]([O:8][CH3:9])=[CH:6][C:5]([CH:10]([OH:15])[C:11]([CH3:14])([CH3:13])[CH3:12])=[C:4]([N+:16]([O-:18])=[O:17])[CH:3]=1.[C@:19]12([CH3:31])[C:25]([CH3:27])([CH3:26])[CH:22]([CH2:23][CH2:24]1)[CH2:21][CH:20]2[C:28](Cl)=[O:29]. The catalyst is CN(C1C=CN=CC=1)C.C(Cl)Cl. The product is [C@:19]12([CH3:31])[C:25]([CH3:26])([CH3:27])[CH:22]([CH2:23][CH2:24]1)[CH2:21][CH:20]2[C:28]([O:15][CH:10]([C:5]1[CH:6]=[C:7]([O:8][CH3:9])[C:2]([I:1])=[CH:3][C:4]=1[N+:16]([O-:18])=[O:17])[C:11]([CH3:14])([CH3:13])[CH3:12])=[O:29]. The yield is 0.800. (5) The reactants are [Cl:1][C:2]1[CH:10]=[CH:9][C:5]([C:6](Cl)=[O:7])=[CH:4][N:3]=1.[CH3:11][O:12][C:13]1[CH:19]=[C:18]([O:20][CH3:21])[CH:17]=[CH:16][C:14]=1[NH2:15]. No catalyst specified. The product is [Cl:1][C:2]1[N:3]=[CH:4][C:5]([C:6]([NH:15][C:14]2[CH:16]=[CH:17][C:18]([O:20][CH3:21])=[CH:19][C:13]=2[O:12][CH3:11])=[O:7])=[CH:9][CH:10]=1. The yield is 0.590. (6) The reactants are [C:1]([O:5][P:6]([O:13][CH2:14][CH2:15][N:16]([CH2:27]C)[C:17](=[O:26])[O:18][CH2:19][C:20]1[CH:25]=[CH:24][CH:23]=[CH:22][CH:21]=1)([O:8][C:9]([CH3:12])([CH3:11])[CH3:10])=[O:7])([CH3:4])([CH3:3])[CH3:2].OCCN(C)C(=O)OCC1C=CC=CC=1. No catalyst specified. The product is [C:1]([O:5][P:6]([O:13][CH2:14][CH2:15][N:16]([CH3:27])[C:17](=[O:26])[O:18][CH2:19][C:20]1[CH:25]=[CH:24][CH:23]=[CH:22][CH:21]=1)([O:8][C:9]([CH3:12])([CH3:11])[CH3:10])=[O:7])([CH3:2])([CH3:3])[CH3:4]. The yield is 0.670.